From a dataset of Full USPTO retrosynthesis dataset with 1.9M reactions from patents (1976-2016). Predict the reactants needed to synthesize the given product. (1) Given the product [I:31][C:3]1[CH:2]=[N:1][N:5]2[CH:6]=[CH:7][C:8]([NH:10][CH2:11][C@@H:12]3[CH2:16][CH2:15][CH2:14][N:13]3[C:17]([O:19][C:20]([CH3:23])([CH3:22])[CH3:21])=[O:18])=[N:9][C:4]=12, predict the reactants needed to synthesize it. The reactants are: [N:1]1[N:5]2[CH:6]=[CH:7][C:8]([NH:10][CH2:11][C@@H:12]3[CH2:16][CH2:15][CH2:14][N:13]3[C:17]([O:19][C:20]([CH3:23])([CH3:22])[CH3:21])=[O:18])=[N:9][C:4]2=[CH:3][CH:2]=1.C1C(=O)N([I:31])C(=O)C1. (2) The reactants are: [CH3:1][C:2]1[CH:3]=[C:4]([NH:15][C:16]2[C:17]3[CH:25]=[C:24]([N:26]4[CH2:31][CH2:30][O:29][CH2:28][CH2:27]4)[N:23]=[CH:22][C:18]=3[N:19]=[CH:20][N:21]=2)[CH:5]=[CH:6][C:7]=1[O:8][CH:9]1[CH2:14][CH2:13][NH:12][CH2:11][CH2:10]1.[CH3:32][O:33][C:34]1[CH:35]=[C:36]([CH:40]=[CH:41][CH:42]=1)[C:37](Cl)=[O:38].C1(C(N2CCC(OC3C=CC(NC4C5C=C(F)N=CC=5N=CN=4)=CC=3C)CC2)=O)CCCC1. Given the product [CH3:32][O:33][C:34]1[CH:35]=[C:36]([C:37]([N:12]2[CH2:13][CH2:14][CH:9]([O:8][C:7]3[CH:6]=[CH:5][C:4]([NH:15][C:16]4[C:17]5[CH:25]=[C:24]([N:26]6[CH2:31][CH2:30][O:29][CH2:28][CH2:27]6)[N:23]=[CH:22][C:18]=5[N:19]=[CH:20][N:21]=4)=[CH:3][C:2]=3[CH3:1])[CH2:10][CH2:11]2)=[O:38])[CH:40]=[CH:41][CH:42]=1, predict the reactants needed to synthesize it. (3) Given the product [F:22][C:23]1[CH:28]=[CH:27][C:26]([C:29]2[O:3][N:1]=[C:4]3[CH:5]=[CH:6][C:7]([C:10]4[N:14]([C:15]5[CH:20]=[CH:19][C:18]([CH3:21])=[CH:17][CH:16]=5)[N:13]=[CH:12][CH:11]=4)=[CH:8][C:9]=23)=[CH:25][CH:24]=1, predict the reactants needed to synthesize it. The reactants are: [N+:1]([C:4]1[CH:9]=[CH:8][C:7]([C:10]2[N:14]([C:15]3[CH:20]=[CH:19][C:18]([CH3:21])=[CH:17][CH:16]=3)[N:13]=[CH:12][CH:11]=2)=[CH:6][CH:5]=1)([O-:3])=O.[F:22][C:23]1[CH:28]=[CH:27][C:26]([CH2:29]C#N)=[CH:25][CH:24]=1. (4) Given the product [CH3:3][N:2]1[CH:42]=[C:39]([C:36]2[CH:37]=[CH:38][C:33]3[N:34]([C:30]([CH2:16][C:17]4[CH:18]=[C:19]([C:23]5[N:28]=[CH:27][C:26]([OH:29])=[CH:25][N:24]=5)[CH:20]=[CH:21][CH:22]=4)=[N:31][N:32]=3)[N:35]=2)[CH:9]=[N:1]1, predict the reactants needed to synthesize it. The reactants are: [N:1]([C:9](OC(C)C)=O)=[N:2][C:3](OC(C)C)=O.F[C:16](F)([C:30]1[N:34]2[N:35]=[C:36]([CH3:39])[CH:37]=[CH:38][C:33]2=[N:32][N:31]=1)[C:17]1[CH:18]=[C:19]([C:23]2[N:28]=[CH:27][C:26]([OH:29])=[CH:25][N:24]=2)[CH:20]=[CH:21][CH:22]=1.O1CCN(CCO)C[CH2:42]1.C1(P(C2C=CC=CC=2)C2C=CC=CC=2)C=CC=CC=1. (5) Given the product [CH2:21]([O:9][C:5]1[CH:4]=[C:3]([CH2:1][CH3:2])[CH:8]=[CH:7][C:6]=1[C:14](=[O:16])[CH3:15])[C:22]1[CH:27]=[CH:26][CH:25]=[CH:24][CH:23]=1, predict the reactants needed to synthesize it. The reactants are: [CH2:1]([C:3]1[CH:4]=[C:5]([OH:9])[CH:6]=[CH:7][CH:8]=1)[CH3:2].C(O[C:14](=[O:16])[CH3:15])(=O)C.[Al+3].[Cl-].[Cl-].[Cl-].[CH2:21](Br)[C:22]1[CH:27]=[CH:26][CH:25]=[CH:24][CH:23]=1.